From a dataset of Catalyst prediction with 721,799 reactions and 888 catalyst types from USPTO. Predict which catalyst facilitates the given reaction. (1) Reactant: [CH3:1][O:2][C:3]1[CH:8]=[CH:7][CH:6]=[CH:5][N:4]=1.CC([O-])=O.[Na+].[Br:14]Br. Product: [Br:14][C:6]1[CH:7]=[CH:8][C:3]([O:2][CH3:1])=[N:4][CH:5]=1. The catalyst class is: 4. (2) Reactant: [CH3:1][C:2]1[CH:11]=[CH:10][C:5]([C:6]([O:8]C)=[O:7])=[CH:4][C:3]=1[C:12]([F:15])([F:14])[F:13].C1C(=O)N([Br:23])C(=O)C1.C(OOC(=O)C1C=CC=CC=1)(=O)C1C=CC=CC=1.O. Product: [Br:23][CH2:1][C:2]1[CH:11]=[CH:10][C:5]([C:6]([OH:8])=[O:7])=[CH:4][C:3]=1[C:12]([F:15])([F:14])[F:13]. The catalyst class is: 53. (3) Reactant: [CH3:1][O:2][C:3]1[C:14]([O:15][CH3:16])=[CH:13][C:12]2=[C:17]3[C:4]=1[CH2:5][CH:6](O)[N:7]([C:18]1[CH:23]=[CH:22][CH:21]=[C:20]([Br:24])[CH:19]=1)[C:8]3=[N:9][CH:10]=[N:11]2.C(N(CC)CC)C.CS(Cl)(=O)=O. Product: [Br:24][C:20]1[CH:19]=[C:18]([N:7]2[CH:6]=[CH:5][C:4]3[C:17]4[C:8]2=[N:9][CH:10]=[N:11][C:12]=4[CH:13]=[C:14]([O:15][CH3:16])[C:3]=3[O:2][CH3:1])[CH:23]=[CH:22][CH:21]=1. The catalyst class is: 4.